This data is from Forward reaction prediction with 1.9M reactions from USPTO patents (1976-2016). The task is: Predict the product of the given reaction. (1) Given the reactants [Br:1][C:2]1[CH:11]=[C:10]2[C:5]([N:6]=[CH:7][C:8]([NH:12][NH2:13])=[N:9]2)=[CH:4][CH:3]=1.CN(C(ON1N=NC2C=CC=NC1=2)=[N+](C)C)C.F[P-](F)(F)(F)(F)F.CCN(C(C)C)C(C)C.[CH:47]1([C:50](O)=[O:51])[CH2:49][CH2:48]1, predict the reaction product. The product is: [Br:1][C:2]1[CH:11]=[C:10]2[C:5]([N:6]=[CH:7][C:8]([NH:12][NH:13][C:50]([CH:47]3[CH2:49][CH2:48]3)=[O:51])=[N:9]2)=[CH:4][CH:3]=1. (2) Given the reactants [Br:1][C:2]1[CH:7]=[C:6]([S:8]([CH:11]([CH3:13])[CH3:12])(=[O:10])=[O:9])[CH:5]=[C:4]([O:14]COC)[CH:3]=1.O.C1(C)C=CC(S(O)(=O)=O)=CC=1, predict the reaction product. The product is: [Br:1][C:2]1[CH:3]=[C:4]([OH:14])[CH:5]=[C:6]([S:8]([CH:11]([CH3:12])[CH3:13])(=[O:9])=[O:10])[CH:7]=1. (3) Given the reactants [CH3:1][C:2]([C:8]1[CH:9]=[CH:10][CH:11]=[C:12]2[C:17]=1[N:16]=[C:15]([CH3:18])[CH:14]=[CH:13]2)([CH3:7])[C:3](OC)=[O:4].[H-].[H-].[H-].[H-].[Li+].[Al+3].O.O.O.O.O.O.O.O.O.O.S([O-])([O-])(=O)=O.[Na+].[Na+], predict the reaction product. The product is: [CH3:7][C:2]([C:8]1[CH:9]=[CH:10][CH:11]=[C:12]2[C:17]=1[N:16]=[C:15]([CH3:18])[CH:14]=[CH:13]2)([CH3:1])[CH2:3][OH:4].